Predict the product of the given reaction. From a dataset of Forward reaction prediction with 1.9M reactions from USPTO patents (1976-2016). Given the reactants [Cl:1][C:2]1[CH:3]=[CH:4][C:5]([CH:23]=[O:24])=[C:6]2[C:10]=1[N:9]=[C:8]1[N:11]([C:15]3[CH:20]=[CH:19][C:18]([Cl:21])=[CH:17][C:16]=3[Cl:22])[CH2:12][CH2:13][CH2:14][N:7]21.[C:25]([Mg]Cl)#[CH:26], predict the reaction product. The product is: [Cl:1][C:2]1[C:10]2[N:9]=[C:8]3[N:11]([C:15]4[CH:20]=[CH:19][C:18]([Cl:21])=[CH:17][C:16]=4[Cl:22])[CH2:12][CH2:13][CH2:14][N:7]3[C:6]=2[C:5]([CH:23]([OH:24])[C:25]#[CH:26])=[CH:4][CH:3]=1.